This data is from NCI-60 drug combinations with 297,098 pairs across 59 cell lines. The task is: Regression. Given two drug SMILES strings and cell line genomic features, predict the synergy score measuring deviation from expected non-interaction effect. Drug 1: CN(CC1=CN=C2C(=N1)C(=NC(=N2)N)N)C3=CC=C(C=C3)C(=O)NC(CCC(=O)O)C(=O)O. Drug 2: CN(CCCl)CCCl.Cl. Cell line: SK-MEL-28. Synergy scores: CSS=16.4, Synergy_ZIP=-11.5, Synergy_Bliss=-7.85, Synergy_Loewe=-16.4, Synergy_HSA=-5.15.